Dataset: Rat liver microsome stability data. Task: Regression/Classification. Given a drug SMILES string, predict its absorption, distribution, metabolism, or excretion properties. Task type varies by dataset: regression for continuous measurements (e.g., permeability, clearance, half-life) or binary classification for categorical outcomes (e.g., BBB penetration, CYP inhibition). Dataset: rlm. (1) The compound is COc1ccc(C2c3c(oc4ccc(Cl)cc4c3=O)C(=O)N2CCCN(C)C)cc1OC. The result is 0 (unstable in rat liver microsomes). (2) The compound is CCn1c2ccccc2c2cc(NC(=O)CN3CCC(N4C(=O)OCc5cc(OC)ccc54)CC3)ccc21. The result is 0 (unstable in rat liver microsomes). (3) The compound is Cc1ccc(S(=O)(=O)Nc2ccccc2C(=O)Nc2nc(-c3ccccc3)co2)cc1. The result is 1 (stable in rat liver microsomes). (4) The drug is N#Cc1ccccc1N1CCN(CCCCNC(=O)c2ccc(-c3ccsc3)cc2)CC1. The result is 1 (stable in rat liver microsomes). (5) The result is 1 (stable in rat liver microsomes). The molecule is CC(C)(CNC(=O)c1ccc(F)cc1)CN(C1=NS(=O)(=O)c2ccccc21)c1ccccc1. (6) The result is 1 (stable in rat liver microsomes). The drug is COc1ccc(C(=O)N2CCC3(CC2)CN(c2cccc(-c4ccccc4)c2)C3)cc1. (7) The molecule is O=C(N[C@@H](Cc1c[nH]c2ccccc12)C(=O)Nc1ccncc1)c1ccc(N2CCN(S(=O)(=O)c3ccccc3)CC2)cc1F. The result is 1 (stable in rat liver microsomes). (8) The molecule is CCCCCn1c(CCCNC(=O)c2ccccc2OC)nc2ccccc21. The result is 1 (stable in rat liver microsomes). (9) The compound is Cc1ccc(S(=O)(=O)Nc2ccccc2C(=O)Nc2ccc(-c3ccccc3)nn2)cc1. The result is 1 (stable in rat liver microsomes).